From a dataset of Reaction yield outcomes from USPTO patents with 853,638 reactions. Predict the reaction yield, written as a fraction of the theoretical maximum amount of product (1.0 means a 100% yield; for example, 0.34 means a 34% yield). (1) The reactants are [Cl:1][C:2]1[N:7]=[C:6]2[N:8]([CH3:12])[C:9]([CH3:11])=[N:10][C:5]2=[CH:4][C:3]=1[CH:13]=O.Cl.[NH2:16][OH:17].C(N(CC)CC)C. The catalyst is CO. The product is [Cl:1][C:2]1[N:7]=[C:6]2[N:8]([CH3:12])[C:9]([CH3:11])=[N:10][C:5]2=[CH:4][C:3]=1[CH:13]=[N:16][OH:17]. The yield is 0.669. (2) The reactants are [N:1]1[CH:6]=[CH:5][CH:4]=[CH:3][C:2]=1[CH2:7][CH2:8][OH:9].[N+:10]([C:13]1[CH:20]=[CH:19][CH:18]=[C:17]([N+]([O-])=O)[C:14]=1[C:15]#[N:16])([O-:12])=[O:11]. No catalyst specified. The product is [N+:10]([C:13]1[CH:20]=[CH:19][CH:18]=[C:17]([O:9][CH2:8][CH2:7][C:2]2[CH:3]=[CH:4][CH:5]=[CH:6][N:1]=2)[C:14]=1[C:15]#[N:16])([O-:12])=[O:11]. The yield is 0.820. (3) The reactants are [NH2:1][CH2:2][C:3]1[CH:7]=[CH:6][S:5][C:4]=1[C:8]([O:10]C)=O.Cl. The catalyst is C1COCC1. The product is [S:5]1[C:4]2[C:8](=[O:10])[NH:1][CH2:2][C:3]=2[CH:7]=[CH:6]1. The yield is 0.450. (4) The reactants are Br[C:2]1[CH:7]=[CH:6][C:5]([C:8]2[N:12]([CH2:13][C@@H:14]3[CH2:18][CH2:17][N:16]([C:19]([CH:21]4[CH2:23][CH2:22]4)=[O:20])[CH2:15]3)[CH:11]=[N:10][N:9]=2)=[CH:4][CH:3]=1.B1(B2OC(C)(C)C(C)(C)O2)OC(C)(C)C(C)(C)O1.CC([O-])=O.[K+].Br[C:48]1[CH:49]=[CH:50][C:51]2[O:55][CH2:54][CH2:53][C:52]=2[CH:56]=1.C([O-])([O-])=O.[K+].[K+]. The catalyst is O1CCOCC1.C1C=CC(P(C2C=CC=CC=2)[C-]2C=CC=C2)=CC=1.C1C=CC(P(C2C=CC=CC=2)[C-]2C=CC=C2)=CC=1.Cl[Pd]Cl.[Fe+2]. The product is [CH:21]1([C:19]([N:16]2[CH2:17][CH2:18][C@@H:14]([CH2:13][N:12]3[CH:11]=[N:10][N:9]=[C:8]3[C:5]3[CH:6]=[CH:7][C:2]([C:48]4[CH:49]=[CH:50][C:51]5[O:55][CH2:54][CH2:53][C:52]=5[CH:56]=4)=[CH:3][CH:4]=3)[CH2:15]2)=[O:20])[CH2:23][CH2:22]1. The yield is 0.410.